Task: Predict the reactants needed to synthesize the given product.. Dataset: Full USPTO retrosynthesis dataset with 1.9M reactions from patents (1976-2016) (1) Given the product [CH2:1]([O:3][C@H:4]1[CH2:9][CH2:8][C@H:7]([N:10]2[CH2:15][CH2:14][CH:13]([NH:16][C:17]3[C:18]([NH2:25])=[CH:19][CH:20]=[C:21]([O:23][CH3:24])[CH:22]=3)[CH2:12][CH2:11]2)[CH2:6][CH2:5]1)[CH3:2], predict the reactants needed to synthesize it. The reactants are: [CH2:1]([O:3][C@H:4]1[CH2:9][CH2:8][C@H:7]([N:10]2[CH2:15][CH2:14][CH:13]([NH:16][C:17]3[CH:22]=[C:21]([O:23][CH3:24])[CH:20]=[CH:19][C:18]=3[N+:25]([O-])=O)[CH2:12][CH2:11]2)[CH2:6][CH2:5]1)[CH3:2].O.NN. (2) Given the product [CH3:21][C:2]1[C:10]2[C:5](=[CH:6][C:7]([N+:12]([O-:14])=[O:13])=[C:8]([CH3:11])[CH:9]=2)[N:4]([CH:15]2[CH2:20][CH2:19][CH2:18][CH2:17][O:16]2)[N:3]=1, predict the reactants needed to synthesize it. The reactants are: I[C:2]1[C:10]2[C:5](=[CH:6][C:7]([N+:12]([O-:14])=[O:13])=[C:8]([CH3:11])[CH:9]=2)[N:4]([CH:15]2[CH2:20][CH2:19][CH2:18][CH2:17][O:16]2)[N:3]=1.[CH3:21]B1OB(C)OB(C)O1.P([O-])([O-])([O-])=O.[K+].[K+].[K+]. (3) The reactants are: [Cl:1][C:2]1[CH:7]=[C:6]([Cl:8])[CH:5]=[C:4]([Cl:9])[C:3]=1[CH2:10][CH2:11][CH2:12][C:13]([OH:15])=O.C[Li].[CH3:18]COCC. Given the product [Cl:9][C:4]1[CH:5]=[C:6]([Cl:8])[CH:7]=[C:2]([Cl:1])[C:3]=1[CH2:10][CH2:11][CH2:12][C:13](=[O:15])[CH3:18], predict the reactants needed to synthesize it. (4) Given the product [OH:24][C:20]1[CH:21]=[C:22]([CH3:23])[C:17]([NH:16][C:9](=[O:10])[O:11][C:12]([CH3:13])([CH3:14])[CH3:15])=[C:18]([CH3:26])[C:19]=1[CH3:25], predict the reactants needed to synthesize it. The reactants are: [C:9](O[C:9]([O:11][C:12]([CH3:15])([CH3:14])[CH3:13])=[O:10])([O:11][C:12]([CH3:15])([CH3:14])[CH3:13])=[O:10].[NH2:16][C:17]1[C:22]([CH3:23])=[CH:21][C:20]([OH:24])=[C:19]([CH3:25])[C:18]=1[CH3:26].O.